From a dataset of Reaction yield outcomes from USPTO patents with 853,638 reactions. Predict the reaction yield, written as a fraction of the theoretical maximum amount of product (1.0 means a 100% yield; for example, 0.34 means a 34% yield). (1) The reactants are [NH2:1][C:2]1[CH:7]=[CH:6][CH:5]=[CH:4][C:3]=1[C:8]1[NH:9][C:10]([NH:13][C:14]2[CH:19]=[CH:18][C:17]([C:20]([F:23])([F:22])[F:21])=[CH:16][CH:15]=2)=[N:11][N:12]=1.[O:24]1[C:29]2[CH:30]=[CH:31][C:32]([C:34](Cl)=[O:35])=[CH:33][C:28]=2[O:27][CH2:26][CH2:25]1.C(N(CC)CC)C. The catalyst is C(Cl)Cl. The product is [F:23][C:20]([F:22])([F:21])[C:17]1[CH:18]=[CH:19][C:14]([NH:13][C:10]2[NH:9][C:8]([C:3]3[CH:4]=[CH:5][CH:6]=[CH:7][C:2]=3[NH:1][C:34]([C:32]3[CH:31]=[CH:30][C:29]4[O:24][CH2:25][CH2:26][O:27][C:28]=4[CH:33]=3)=[O:35])=[N:12][N:11]=2)=[CH:15][CH:16]=1. The yield is 0.300. (2) The reactants are [C@@H:1]1([N:9]2[CH2:14][NH:13][C:12]([NH2:15])=[N:11][C:10]2=[O:16])[O:6][C@H:5]([CH2:7][OH:8])[C@@H:3]([OH:4])[CH2:2]1.[C:17](O)(=[O:33])[CH2:18][CH2:19][CH2:20][CH2:21][CH2:22][CH2:23][CH2:24][CH2:25][CH2:26][CH2:27][CH2:28][CH2:29][CH2:30][CH2:31][CH3:32]. The catalyst is CO. The product is [C:17]([O:8][CH2:7][C@H:5]1[O:6][C@@H:1]([N:9]2[CH2:14][NH:13][C:12]([NH2:15])=[N:11][C:10]2=[O:16])[CH2:2][C@@H:3]1[OH:4])(=[O:33])[CH2:18][CH2:19][CH2:20][CH2:21][CH2:22][CH2:23][CH2:24][CH2:25][CH2:26][CH2:27][CH2:28][CH2:29][CH2:30][CH2:31][CH3:32]. The yield is 1.00. (3) The reactants are Br[C:2]1[S:6][C:5]([C:7]2[N:11]3[N:12]=[C:13]([CH3:21])[CH:14]=[C:15]([CH:16]([CH2:19][CH3:20])[CH2:17][CH3:18])[C:10]3=[N:9][C:8]=2[CH3:22])=[C:4]([CH3:23])[CH:3]=1.[I-].[F:25][C:26]1[CH:27]=[C:28]([Zn+])[CH:29]=[CH:30][CH:31]=1.C1COCC1. The catalyst is C1C=CC(P(C2C=CC=CC=2)[C-]2C=CC=C2)=CC=1.C1C=CC(P(C2C=CC=CC=2)[C-]2C=CC=C2)=CC=1.Cl[Pd]Cl.[Fe+2]. The product is [CH2:17]([CH:16]([C:15]1[C:10]2[N:11]([C:7]([C:5]3[S:6][C:2]([C:30]4[CH:29]=[CH:28][CH:27]=[C:26]([F:25])[CH:31]=4)=[CH:3][C:4]=3[CH3:23])=[C:8]([CH3:22])[N:9]=2)[N:12]=[C:13]([CH3:21])[CH:14]=1)[CH2:19][CH3:20])[CH3:18]. The yield is 0.460. (4) The reactants are [H-].[Na+].[CH2:3]([OH:6])[CH2:4]O.Br[CH2:8][C:9]1[C:10]([I:16])=[CH:11][C:12]([F:15])=[N:13][CH:14]=1.[OH2:17]. No catalyst specified. The product is [F:15][C:12]1[N:13]=[CH:14][C:9]([CH2:8][O:17][CH:3]([OH:6])[CH3:4])=[C:10]([I:16])[CH:11]=1. The yield is 0.380. (5) The reactants are Cl.O1[C:6]2([CH2:11][CH2:10][N:9]([S:12]([CH2:15][CH2:16][C:17]3[CH:25]=[CH:24][C:20]([C:21]([OH:23])=[O:22])=[CH:19][C:18]=3[CH3:26])(=[O:14])=[O:13])[CH2:8][CH2:7]2)[O:5]CC1. The catalyst is CC(C)=O. The product is [CH3:26][C:18]1[CH:19]=[C:20]([CH:24]=[CH:25][C:17]=1[CH2:16][CH2:15][S:12]([N:9]1[CH2:10][CH2:11][C:6](=[O:5])[CH2:7][CH2:8]1)(=[O:14])=[O:13])[C:21]([OH:23])=[O:22]. The yield is 0.918. (6) The catalyst is C(OCC)C.C(OCC)(=O)C. The yield is 0.140. The reactants are O.CC(C)([O-])C.[K+].[CH:8]1([CH2:11][O:12][C:13]2[CH:18]=[CH:17][C:16]([C:19]3[C:27]4[C:22](=[CH:23][CH:24]=[C:25]([O:28][CH2:29][CH3:30])[CH:26]=4)[N:21]([CH2:31][C:32]4[CH:37]=[CH:36][CH:35]=[C:34]([O:38][CH3:39])[CH:33]=4)[C:20]=3[C:40]([O:42]CC)=[O:41])=[CH:15][CH:14]=2)[CH2:10][CH2:9]1.Cl. The product is [CH:8]1([CH2:11][O:12][C:13]2[CH:18]=[CH:17][C:16]([C:19]3[C:27]4[C:22](=[CH:23][CH:24]=[C:25]([O:28][CH2:29][CH3:30])[CH:26]=4)[N:21]([CH2:31][C:32]4[CH:37]=[CH:36][CH:35]=[C:34]([O:38][CH3:39])[CH:33]=4)[C:20]=3[C:40]([OH:42])=[O:41])=[CH:15][CH:14]=2)[CH2:10][CH2:9]1. (7) The reactants are [NH2:1][CH2:2][C:3]1[C:4]([CH2:21][CH:22]([CH3:24])[CH3:23])=[N:5][C:6]([CH3:20])=[C:7]([C:12]=1[C:13]1[CH:18]=[CH:17][C:16]([CH3:19])=[CH:15][CH:14]=1)[C:8]([O:10][CH3:11])=[O:9].[C:25](O[C:25]([O:27][C:28]([CH3:31])([CH3:30])[CH3:29])=[O:26])([O:27][C:28]([CH3:31])([CH3:30])[CH3:29])=[O:26]. The catalyst is O1CCCC1. The product is [C:28]([O:27][C:25]([NH:1][CH2:2][C:3]1[C:4]([CH2:21][CH:22]([CH3:24])[CH3:23])=[N:5][C:6]([CH3:20])=[C:7]([C:12]=1[C:13]1[CH:14]=[CH:15][C:16]([CH3:19])=[CH:17][CH:18]=1)[C:8]([O:10][CH3:11])=[O:9])=[O:26])([CH3:31])([CH3:30])[CH3:29]. The yield is 0.980. (8) The reactants are [CH3:1][C:2]1[C:7]([O:8][C:9]2[C:10]([C:22]#[N:23])=[N:11][CH:12]=[C:13]([S:15][C:16]3[CH:21]=[CH:20][CH:19]=[CH:18][N:17]=3)[CH:14]=2)=[CH:6][CH:5]=[CH:4][N:3]=1.[OH:24]S(O)(=O)=O. No catalyst specified. The product is [CH3:1][C:2]1[C:7]([O:8][C:9]2[C:10]([C:22]([NH2:23])=[O:24])=[N:11][CH:12]=[C:13]([S:15][C:16]3[CH:21]=[CH:20][CH:19]=[CH:18][N:17]=3)[CH:14]=2)=[CH:6][CH:5]=[CH:4][N:3]=1. The yield is 0.960.